The task is: Predict the reactants needed to synthesize the given product.. This data is from Full USPTO retrosynthesis dataset with 1.9M reactions from patents (1976-2016). (1) Given the product [Cl:12][C:9]1[CH:8]=[CH:7][C:6]([C:4](=[O:5])[CH:3]=[CH2:2])=[CH:11][CH:10]=1, predict the reactants needed to synthesize it. The reactants are: Cl[CH2:2][CH2:3][C:4]([C:6]1[CH:11]=[CH:10][C:9]([Cl:12])=[CH:8][CH:7]=1)=[O:5].C(N(CC)CC)C.O.[Cl-].[Na+]. (2) Given the product [NH2:6][C:7]1[N:8]=[C:9]([S:23][CH2:33][C:29]2[CH:28]=[C:27]([CH:32]=[CH:31][CH:30]=2)[C:26]([O:25][CH3:24])=[O:35])[C:10]([C:21]#[N:22])=[C:11]([CH:15]2[CH2:20][CH2:19][CH2:18][CH2:17][O:16]2)[C:12]=1[C:13]#[N:14], predict the reactants needed to synthesize it. The reactants are: C(=O)(O)[O-].[Na+].[NH2:6][C:7]1[C:12]([C:13]#[N:14])=[C:11]([CH:15]2[CH2:20][CH2:19][CH2:18][CH2:17][O:16]2)[C:10]([C:21]#[N:22])=[C:9]([SH:23])[N:8]=1.[CH3:24][O:25][C:26](=[O:35])[C:27]1[CH:32]=[CH:31][CH:30]=[C:29]([CH2:33]Br)[CH:28]=1. (3) Given the product [C:21]([CH:20]([NH:19][C:16]([C:12]1[CH:13]=[C:14]2[C:9](=[CH:10][CH:11]=1)[NH:8][C:7]([C:4]1[CH:3]=[CH:2][N:1]=[CH:6][CH:5]=1)=[CH:15]2)=[O:18])[CH2:24][S:25][C:26]1[CH:31]=[CH:30][CH:29]=[CH:28][CH:27]=1)(=[O:22])[NH2:39], predict the reactants needed to synthesize it. The reactants are: [N:1]1[CH:6]=[CH:5][C:4]([C:7]2[NH:8][C:9]3[C:14]([CH:15]=2)=[CH:13][C:12]([C:16]([OH:18])=O)=[CH:11][CH:10]=3)=[CH:3][CH:2]=1.[NH2:19][CH:20]([CH2:24][S:25][C:26]1[CH:31]=[CH:30][CH:29]=[CH:28][CH:27]=1)[C:21](O)=[O:22].F[P-](F)(F)(F)(F)F.[N:39]1(O[P+](N2CCCC2)(N2CCCC2)N2CCCC2)C2C=CC=CC=2N=N1.C(N(C(C)C)C(C)C)C.